Task: Predict which catalyst facilitates the given reaction.. Dataset: Catalyst prediction with 721,799 reactions and 888 catalyst types from USPTO (1) Reactant: [NH:1]1[CH2:5][CH2:4][CH2:3][C:2]1=[O:6].[C:7]1([C@@H:13]([NH:16][C:17]([C:19]2[C:28]3[C:23](=[CH:24][CH:25]=[CH:26][CH:27]=3)[C:22](=[O:29])[N:21]([C:30]3[CH:35]=[CH:34][CH:33]=[CH:32][CH:31]=3)[C:20]=2[CH2:36]Br)=[O:18])[CH2:14][CH3:15])[CH:12]=[CH:11][CH:10]=[CH:9][CH:8]=1.C(O)(=O)C. Product: [C:7]1([C@@H:13]([NH:16][C:17]([C:19]2[C:28]3[C:23](=[CH:24][CH:25]=[CH:26][CH:27]=3)[C:22](=[O:29])[N:21]([C:30]3[CH:35]=[CH:34][CH:33]=[CH:32][CH:31]=3)[C:20]=2[CH2:36][N:1]2[CH2:5][CH2:4][CH2:3][C:2]2=[O:6])=[O:18])[CH2:14][CH3:15])[CH:12]=[CH:11][CH:10]=[CH:9][CH:8]=1. The catalyst class is: 7. (2) Reactant: [CH:1]([O:14][C:15]([NH:17][C:18]1[CH:23]=[CH:22][N:21]([CH2:24][C:25]([N:27]([CH2:32][CH2:33][NH:34][S:35]([C:38]2[CH:43]=[CH:42][CH:41]=[CH:40][C:39]=2[N+:44]([O-:46])=[O:45])(=[O:37])=[O:36])[CH2:28][C:29]([OH:31])=O)=[O:26])[C:20](=[O:47])[N:19]=1)=[O:16])([C:8]1[CH:13]=[CH:12][CH:11]=[CH:10][CH:9]=1)[C:2]1[CH:7]=[CH:6][CH:5]=[CH:4][CH:3]=1.CN1CCOCC1.ClC(OCC(C)C)=O. Product: [CH:1]([O:14][C:15]([NH:17][C:18]1[CH:23]=[CH:22][N:21]([CH2:24][C:25]([N:27]2[CH2:32][CH2:33][N:34]([S:35]([C:38]3[CH:43]=[CH:42][CH:41]=[CH:40][C:39]=3[N+:44]([O-:46])=[O:45])(=[O:36])=[O:37])[C:29](=[O:31])[CH2:28]2)=[O:26])[C:20](=[O:47])[N:19]=1)=[O:16])([C:8]1[CH:9]=[CH:10][CH:11]=[CH:12][CH:13]=1)[C:2]1[CH:7]=[CH:6][CH:5]=[CH:4][CH:3]=1. The catalyst class is: 1. (3) Reactant: [CH2:1]([O:8][C@H:9]1[C@H:14]([O:15][CH2:16][C:17]2[CH:22]=[CH:21][CH:20]=[CH:19][CH:18]=2)[C@@H:13]([O:23][CH2:24][C:25]2[CH:30]=[CH:29][CH:28]=[CH:27][CH:26]=2)[C@@:12]([C:33]2[CH:38]=[CH:37][C:36]([Cl:39])=[C:35]([CH2:40][C:41]3[CH:46]=[CH:45][C:44]([O:47][CH2:48][C:49]([F:52])([F:51])[F:50])=[CH:43][CH:42]=3)[CH:34]=2)([O:31][CH3:32])[O:11][C@@H:10]1[CH2:53][O:54][Si](C(C)(C)C)(C)C)[C:2]1[CH:7]=[CH:6][CH:5]=[CH:4][CH:3]=1.C(Cl)(=O)C. Product: [CH2:1]([O:8][C@H:9]1[C@H:14]([O:15][CH2:16][C:17]2[CH:22]=[CH:21][CH:20]=[CH:19][CH:18]=2)[C@@H:13]([O:23][CH2:24][C:25]2[CH:30]=[CH:29][CH:28]=[CH:27][CH:26]=2)[C@@:12]([C:33]2[CH:38]=[CH:37][C:36]([Cl:39])=[C:35]([CH2:40][C:41]3[CH:42]=[CH:43][C:44]([O:47][CH2:48][C:49]([F:51])([F:52])[F:50])=[CH:45][CH:46]=3)[CH:34]=2)([O:31][CH3:32])[O:11][C@@H:10]1[CH2:53][OH:54])[C:2]1[CH:3]=[CH:4][CH:5]=[CH:6][CH:7]=1. The catalyst class is: 5. (4) Reactant: [C:1]1([C:7]2[NH:8][C:9]3[C:15]([NH2:16])=[CH:14][CH:13]=[CH:12][C:10]=3[N:11]=2)[CH:6]=[CH:5][CH:4]=[CH:3][CH:2]=1.C(O)(=O)C.[C:21]1(=O)[CH2:25][CH2:24][CH2:23][CH2:22]1.C(O[BH-](OC(=O)C)OC(=O)C)(=O)C.[Na+]. Product: [CH:21]1([NH:16][C:15]2[C:9]3[NH:8][C:7]([C:1]4[CH:2]=[CH:3][CH:4]=[CH:5][CH:6]=4)=[N:11][C:10]=3[CH:12]=[CH:13][CH:14]=2)[CH2:25][CH2:24][CH2:23][CH2:22]1. The catalyst class is: 701.